Dataset: Catalyst prediction with 721,799 reactions and 888 catalyst types from USPTO. Task: Predict which catalyst facilitates the given reaction. (1) Reactant: [NH2:1][C:2]1[CH:3]=[C:4]2[C:8](=[CH:9][CH:10]=1)[N:7]([CH2:11][C:12]1[CH:17]=[CH:16][CH:15]=[CH:14][C:13]=1[F:18])[C:6]([C:19]([O:21][CH2:22][CH3:23])=[O:20])=[CH:5]2.C(N(CC)CC)C.[CH3:31][C:32]([CH3:38])([CH3:37])[CH2:33][C:34](Cl)=[O:35].O. Product: [CH3:31][C:32]([CH3:38])([CH3:37])[CH2:33][C:34]([NH:1][C:2]1[CH:3]=[C:4]2[C:8](=[CH:9][CH:10]=1)[N:7]([CH2:11][C:12]1[CH:17]=[CH:16][CH:15]=[CH:14][C:13]=1[F:18])[C:6]([C:19]([O:21][CH2:22][CH3:23])=[O:20])=[CH:5]2)=[O:35]. The catalyst class is: 4. (2) Reactant: C(N[C:5]1[C:14]([N+:15]([O-:17])=[O:16])=[CH:13][CH:12]=[CH:11][C:6]=1[C:7]([O:9]C)=[O:8])(=O)C.[OH-].[K+].Cl.N([O-])=O.[Na+].[I-:25].[K+].II. Product: [I:25][C:5]1[C:14]([N+:15]([O-:17])=[O:16])=[CH:13][CH:12]=[CH:11][C:6]=1[C:7]([OH:9])=[O:8]. The catalyst class is: 374. (3) Product: [C:19]([C:21]1[CH:28]=[CH:27][C:24]([CH2:25][NH:26][C:2]2[S:3][C:4]([C:7]([NH:9][C:10]3[CH:11]=[CH:12][C:13]4[N:14]([CH:16]=[CH:17][N:18]=4)[CH:15]=3)=[O:8])=[CH:5][N:6]=2)=[CH:23][CH:22]=1)#[N:20]. Reactant: Br[C:2]1[S:3][C:4]([C:7]([NH:9][C:10]2[CH:11]=[CH:12][C:13]3[N:14]([CH:16]=[CH:17][N:18]=3)[CH:15]=2)=[O:8])=[CH:5][N:6]=1.[C:19]([C:21]1[CH:28]=[CH:27][C:24]([CH2:25][NH2:26])=[CH:23][CH:22]=1)#[N:20]. The catalyst class is: 10. (4) Reactant: CC1(C)[O:6][CH:5]([CH2:7][O:8][NH:9][C:10]([C:12]2[C:20]([NH:21][C:22]3[CH:27]=[CH:26][C:25]([Br:28])=[CH:24][C:23]=3[Cl:29])=[C:19]([F:30])[C:15]3[N:16]=[N:17][S:18][C:14]=3[CH:13]=2)=[O:11])[CH2:4][O:3]1.Cl.C(=O)(O)[O-].[Na+]. Product: [OH:6][CH:5]([CH2:4][OH:3])[CH2:7][O:8][NH:9][C:10]([C:12]1[C:20]([NH:21][C:22]2[CH:27]=[CH:26][C:25]([Br:28])=[CH:24][C:23]=2[Cl:29])=[C:19]([F:30])[C:15]2[N:16]=[N:17][S:18][C:14]=2[CH:13]=1)=[O:11]. The catalyst class is: 2.